Dataset: Full USPTO retrosynthesis dataset with 1.9M reactions from patents (1976-2016). Task: Predict the reactants needed to synthesize the given product. (1) Given the product [Br:27][C:23]1[C:22]([NH:8][C@@H:9]2[C@@H:14]3[CH2:15][C@@H:11]([CH:12]=[CH:13]3)[C@@H:10]2[C:16]([NH2:18])=[O:17])=[N:21][C:20]([NH:7][C:5]2[CH:4]=[N:3][N:2]([CH3:1])[C:6]=2[CH3:29])=[N:25][CH:24]=1, predict the reactants needed to synthesize it. The reactants are: [CH3:1][N:2]1[CH:6]=[C:5]([NH2:7])[CH:4]=[N:3]1.[NH2:8][C@@H:9]1[C@@H:14]2[CH2:15][C@@H:11]([CH:12]=[CH:13]2)[C@@H:10]1[C:16]([NH2:18])=[O:17].Cl[C:20]1[N:25]=[C:24](Cl)[C:23]([Br:27])=[CH:22][N:21]=1.Cl[C:29]1N=C(Cl)C(F)=CN=1. (2) Given the product [C:12]([C:8]1[CH:9]=[C:10]2[C:5](=[CH:6][CH:7]=1)[NH:4][C:3](/[CH:1]=[CH:18]/[C:17]([O:16][CH2:14][CH3:15])=[O:38])=[CH:11]2)#[N:13], predict the reactants needed to synthesize it. The reactants are: [CH:1]([C:3]1[NH:4][C:5]2[C:10]([CH:11]=1)=[CH:9][C:8]([C:12]#[N:13])=[CH:7][CH:6]=2)=O.[CH2:14]([O:16][C:17](=[O:38])[CH:18]=P(C1C=CC=CC=1)(C1C=CC=CC=1)C1C=CC=CC=1)[CH3:15].